From a dataset of M1 muscarinic receptor agonist screen with 61,833 compounds. Binary Classification. Given a drug SMILES string, predict its activity (active/inactive) in a high-throughput screening assay against a specified biological target. (1) The compound is s1c2CC(C(C)(C)C)CCc2c2c1NC(NC2=O)c1n(ccc1)C. The result is 0 (inactive). (2) The drug is S(=O)(=O)(N1CCc2c1cccc2)c1cc(ccc1)C(=O)Nc1sc(nn1)CC. The result is 0 (inactive). (3) The molecule is O(c1ccc(CCNC(=O)C)cc1)CC(OCC)=O. The result is 0 (inactive). (4) The molecule is Clc1cc(NC(=O)CSc2oc(nn2)CCNC(OC(C)(C)C)=O)ccc1. The result is 0 (inactive). (5) The molecule is Clc1c(c2noc(c2C(=O)NCc2ccc(S(=O)(=O)N)cc2)C)cccc1. The result is 0 (inactive). (6) The compound is S1(=O)(=O)N(CC(=O)N2CCC(CC2)C(=O)N)C(=O)c2c1cccc2. The result is 0 (inactive). (7) The molecule is N(/n1nnnc1N)=C1\CCCCC1. The result is 0 (inactive). (8) The compound is O=c1n(c2n(nc1CCC(O)=O)c1c(n2)cccc1)c1ccccc1. The result is 0 (inactive).